Dataset: Drug-target binding data from BindingDB using Ki measurements. Task: Regression. Given a target protein amino acid sequence and a drug SMILES string, predict the binding affinity score between them. We predict pKi (pKi = -log10(Ki in M); higher means stronger inhibition). Dataset: bindingdb_ki. The drug is CN(C)c1cccc2c(S(=O)(=O)NCCCCCCN3C[C@H](O)[C@@H](O)[C@@H](O)[C@H]3CO)cccc12. The target protein (Q59750) has sequence MRSVTSFNDSWVFSEASTRDAERSGRVSRSACRTNAVELPFNYFDERCYQRAFTYQRVLAWRPDFSQGSRSSSTRQWPMRSCISTAKRSSRIRDGYTPFEARLTDRLLEGDNLITVKIDGSENPEIPPFGAGIDYLTYAGIYRDVWLKVTDPVSIANIKIETRDVLSDHKAVSLRCDLSNPQGLSFSGTISALLKNAAGEVLAEVAGETTGQSLAFEMDGLRGLSLWDIDDPVLYVIEVELRTGQGFRLLRRAFRLPHGEFTTEGFRLNGRPLKIRGLNRHQSFPYVGLRMGRTAKGSAHADIMNAHRLHCNLVRTSHYPQSKWFLDHCDRIGLLVFARNPRLAAYRWGGMETGGNPERPPHRSSATGTTRLSYIWGVRINESQDSHDFYAETNRLARELDPTRQTGGVRYITDSEFLEDVYTMNDFILGNEELPGANRPGTALRPQQECTGLPRKVPYLITEFGGHMYPTKIYDQEQRQAEHVRRHLEVLNAAYARNPG.... The pKi is 6.0.